The task is: Regression. Given a peptide amino acid sequence and an MHC pseudo amino acid sequence, predict their binding affinity value. This is MHC class II binding data.. This data is from Peptide-MHC class II binding affinity with 134,281 pairs from IEDB. (1) The peptide sequence is NTLYLQMNSLRAEDT. The MHC is DRB1_0401 with pseudo-sequence DRB1_0401. The binding affinity (normalized) is 1.00. (2) The peptide sequence is ERVLDCRTAFKPVLV. The MHC is HLA-DQA10201-DQB10301 with pseudo-sequence HLA-DQA10201-DQB10301. The binding affinity (normalized) is 0.677.